This data is from Forward reaction prediction with 1.9M reactions from USPTO patents (1976-2016). The task is: Predict the product of the given reaction. (1) Given the reactants Cl[C:2]1[C:7]2[S:8][C:9]3[C:14]([N+:15]([O-:17])=[O:16])=[CH:13][CH:12]=[CH:11][C:10]=3[C:6]=2[N:5]=[CH:4][N:3]=1.[Br:18][C:19]1[CH:20]=[C:21]([CH:23]=[CH:24][CH:25]=1)[NH2:22].Cl.BrC1C=C(C=CC=1)N, predict the reaction product. The product is: [Br:18][C:19]1[CH:20]=[C:21]([NH:22][C:2]2[C:7]3[S:8][C:9]4[C:14]([N+:15]([O-:17])=[O:16])=[CH:13][CH:12]=[CH:11][C:10]=4[C:6]=3[N:5]=[CH:4][N:3]=2)[CH:23]=[CH:24][CH:25]=1. (2) The product is: [Br:1][C:2]1[CH:3]=[CH:4][C:5]([N:13]2[CH2:14][CH2:15][C@H:11]([N:10]([CH3:16])[CH3:9])[CH2:12]2)=[N:6][CH:7]=1. Given the reactants [Br:1][C:2]1[CH:3]=[CH:4][C:5](I)=[N:6][CH:7]=1.[CH3:9][N:10]([CH3:16])[C@H:11]1[CH2:15][CH2:14][NH:13][CH2:12]1, predict the reaction product. (3) Given the reactants ClC1C(C(=O)N(CCCC)CCCC)=NN(C2C=CC(C(NS(C3C=C4C(C=CC(C(O)=O)=C4)=CC=3)(=O)=O)=O)=CC=2C(N2CCC3C(=CC=CC=3)C2)=O)C=1C.[CH2:56]([N:60]([CH2:109][C:110]1[CH:115]=[CH:114][C:113]([Cl:116])=[C:112]([Cl:117])[CH:111]=1)[C:61]([C:63]1[C:67]([Cl:68])=[C:66]([CH3:69])[N:65]([C:70]2[CH:96]=[CH:95][C:73]([C:74]([NH:76][S:77]([C:80]3[CH:89]=[C:88]4[C:83]([CH:84]=[CH:85][C:86]([C:90]([O:92]CC)=[O:91])=[CH:87]4)=[CH:82][CH:81]=3)(=[O:79])=[O:78])=[O:75])=[CH:72][C:71]=2[C:97]([N:99]2[CH2:108][CH2:107][C:106]3[C:101](=[CH:102][CH:103]=[CH:104][CH:105]=3)[CH2:100]2)=[O:98])[N:64]=1)=[O:62])[CH2:57][CH2:58][CH3:59], predict the reaction product. The product is: [CH2:56]([N:60]([CH2:109][C:110]1[CH:115]=[CH:114][C:113]([Cl:116])=[C:112]([Cl:117])[CH:111]=1)[C:61]([C:63]1[C:67]([Cl:68])=[C:66]([CH3:69])[N:65]([C:70]2[CH:96]=[CH:95][C:73]([C:74]([NH:76][S:77]([C:80]3[CH:89]=[C:88]4[C:83]([CH:84]=[CH:85][C:86]([C:90]([OH:92])=[O:91])=[CH:87]4)=[CH:82][CH:81]=3)(=[O:79])=[O:78])=[O:75])=[CH:72][C:71]=2[C:97]([N:99]2[CH2:108][CH2:107][C:106]3[C:101](=[CH:102][CH:103]=[CH:104][CH:105]=3)[CH2:100]2)=[O:98])[N:64]=1)=[O:62])[CH2:57][CH2:58][CH3:59]. (4) Given the reactants C(OC([N:8]1[CH2:13][CH2:12][CH:11]([C:14]2[CH:22]=[CH:21][CH:20]=[CH:19][C:15]=2[C:16]([OH:18])=O)[CH2:10][CH2:9]1)=O)(C)(C)C.[NH2:23][CH2:24][CH:25]([OH:28])[CH2:26][OH:27].CN(C(ON1N=NC2C=CC=CC1=2)=[N+](C)C)C.F[P-](F)(F)(F)(F)F.CCN(C(C)C)C(C)C, predict the reaction product. The product is: [OH:28][CH:25]([CH2:26][OH:27])[CH2:24][NH:23][C:16](=[O:18])[C:15]1[CH:19]=[CH:20][CH:21]=[CH:22][C:14]=1[CH:11]1[CH2:10][CH2:9][NH:8][CH2:13][CH2:12]1. (5) Given the reactants [CH3:1][O:2][C:3]([C:5]1[CH:13]=[C:12]2[C:8]([C:9]([CH:32]3[CH2:37][CH2:36][CH2:35][CH2:34][CH2:33]3)=[C:10]([C:14]3[C:15]([NH2:31])=[C:16]4[C:21](=[CH:22][CH:23]=3)[N:20]=[C:19]([C:24]3[S:28][C:27]([CH3:29])=[N:26][C:25]=3[CH3:30])[CH:18]=[CH:17]4)[NH:11]2)=[CH:7][CH:6]=1)=[O:4].C(O[Na])(C)=O.CC(O)=O.[Cl:47][CH2:48][C:49](Cl)=[O:50].C([O-])(O)=O.[Na+], predict the reaction product. The product is: [CH3:1][O:2][C:3]([C:5]1[CH:13]=[C:12]2[C:8]([C:9]([CH:32]3[CH2:37][CH2:36][CH2:35][CH2:34][CH2:33]3)=[C:10]([C:14]3[C:15]([NH:31][C:49](=[O:50])[CH2:48][Cl:47])=[C:16]4[C:21](=[CH:22][CH:23]=3)[N:20]=[C:19]([C:24]3[S:28][C:27]([CH3:29])=[N:26][C:25]=3[CH3:30])[CH:18]=[CH:17]4)[NH:11]2)=[CH:7][CH:6]=1)=[O:4]. (6) Given the reactants Br[C:2]1[CH:14]=[CH:13][C:5]([C:6]([NH:8][S:9]([CH3:12])(=[O:11])=[O:10])=[O:7])=[CH:4][C:3]=1[O:15][CH3:16].[Cl:17][C:18]1[C:23]([C:24]([F:27])([F:26])[F:25])=[CH:22][C:21](B2OC(C)(C)C(C)(C)O2)=[CH:20][N:19]=1.C([O-])([O-])=O.[Na+].[Na+], predict the reaction product. The product is: [Cl:17][C:18]1[N:19]=[CH:20][C:21]([C:2]2[CH:14]=[CH:13][C:5]([C:6]([NH:8][S:9]([CH3:12])(=[O:11])=[O:10])=[O:7])=[CH:4][C:3]=2[O:15][CH3:16])=[CH:22][C:23]=1[C:24]([F:27])([F:25])[F:26]. (7) The product is: [C:10]1([O:16][C:17](=[O:32])[NH:18][C:19]2[CH:24]=[CH:23][C:22]([C:30]#[N:31])=[CH:21][N:20]=2)[CH:11]=[CH:12][CH:13]=[CH:14][CH:15]=1. Given the reactants NC1C=CC(C#N)=CN=1.[C:10]1([O:16][C:17](=[O:32])[NH:18][C:19]2[CH:24]=[C:23](OCCOC)[C:22]([C:30]#[N:31])=[CH:21][N:20]=2)[CH:15]=[CH:14][CH:13]=[CH:12][CH:11]=1, predict the reaction product. (8) Given the reactants [CH2:1]([O:3][C:4](=[CH:10][CH:11]=[CH:12][C:13]1[CH:18]=[CH:17][C:16]([N+:19]([O-])=O)=[CH:15][CH:14]=1)[C:5]([O:7][CH2:8][CH3:9])=[O:6])[CH3:2], predict the reaction product. The product is: [CH2:8]([O:7][C:5](=[O:6])[CH:4]([O:3][CH2:1][CH3:2])[CH2:10][CH2:11][CH2:12][C:13]1[CH:14]=[CH:15][C:16]([NH2:19])=[CH:17][CH:18]=1)[CH3:9].